Predict the reactants needed to synthesize the given product. From a dataset of Full USPTO retrosynthesis dataset with 1.9M reactions from patents (1976-2016). (1) Given the product [Cl:7][C:8]1[C:13]2[N:14]=[C:15]([CH2:22][O:23][CH2:24][CH3:25])[N:16]([NH:17][CH2:18][CH2:19][CH2:20][NH:21][C:5]([NH:4][CH:1]([CH3:3])[CH3:2])=[O:6])[C:12]=2[C:11]([CH3:26])=[C:10]([CH3:27])[N:9]=1, predict the reactants needed to synthesize it. The reactants are: [CH:1]([N:4]=[C:5]=[O:6])([CH3:3])[CH3:2].[Cl:7][C:8]1[C:13]2[N:14]=[C:15]([CH2:22][O:23][CH2:24][CH3:25])[N:16]([NH:17][CH2:18][CH2:19][CH2:20][NH2:21])[C:12]=2[C:11]([CH3:26])=[C:10]([CH3:27])[N:9]=1. (2) Given the product [CH2:38]([O:45][C:36]([NH:33][C:4]1[C:5](=[O:13])[NH:6][C:7]([CH:10]([CH3:11])[CH3:12])=[CH:8][CH:9]=1)=[O:21])[C:39]1[CH:44]=[CH:43][CH:42]=[CH:41][CH:40]=1, predict the reactants needed to synthesize it. The reactants are: C([C:4]1[C:5](=[O:13])[NH:6][C:7]([CH:10]([CH3:12])[CH3:11])=[CH:8][CH:9]=1)(O)=O.C1(P(N=[N+]=[N-])(C2C=CC=CC=2)=[O:21])C=CC=CC=1.C([N:33]([CH2:36]C)CC)C.[CH2:38]([OH:45])[C:39]1[CH:44]=[CH:43][CH:42]=[CH:41][CH:40]=1. (3) Given the product [Cl:28][C:3]1[N:4]([C:12]2[CH:17]=[CH:16][CH:15]=[C:14]([N+:18]([O-:20])=[O:19])[CH:13]=2)[C:5]2[N:6]=[CH:7][N:8]=[C:9]([NH2:11])[C:10]=2[C:2]=1[I:1], predict the reactants needed to synthesize it. The reactants are: [I:1][C:2]1[C:10]2[C:9]([NH2:11])=[N:8][CH:7]=[N:6][C:5]=2[N:4]([C:12]2[CH:17]=[CH:16][CH:15]=[C:14]([N+:18]([O-:20])=[O:19])[CH:13]=2)[CH:3]=1.C1C(=O)N([Cl:28])C(=O)C1. (4) The reactants are: [C:1]([CH2:3][C:4]([C@H:6]1[CH2:10][CH2:9][CH2:8][N:7]1[C:11]([O:13][CH2:14][C:15]1[CH:20]=[CH:19][CH:18]=[CH:17][CH:16]=1)=[O:12])=O)#[N:2].Cl.[F:22][C:23]([F:28])([F:27])[CH2:24][NH:25][NH2:26].C(N(CC)CC)C. Given the product [CH2:14]([O:13][C:11]([N:7]1[CH2:8][CH2:9][CH2:10][C@@H:6]1[C:4]1[CH:3]=[C:1]([NH2:2])[N:25]([CH2:24][C:23]([F:28])([F:27])[F:22])[N:26]=1)=[O:12])[C:15]1[CH:20]=[CH:19][CH:18]=[CH:17][CH:16]=1, predict the reactants needed to synthesize it. (5) Given the product [CH2:1]([O:3][C:4](=[O:19])[C:5]1[CH:10]=[CH:9][C:8]([CH2:2][CH2:1][O:3][CH3:4])=[C:7]([NH2:16])[CH:6]=1)[CH3:2], predict the reactants needed to synthesize it. The reactants are: [CH2:1]([O:3][C:4](=[O:19])[C:5]1[CH:10]=[CH:9][C:8](NCCOC)=[C:7]([N+:16]([O-])=O)[CH:6]=1)[CH3:2]. (6) Given the product [C:27]([C:26]1[CH:12]([C:10]2[CH:11]=[C:2]([F:1])[CH:3]=[C:4]3[C:9]=2[O:8][C:7]([CH3:22])=[CH:6][C:5]3=[O:23])[C:13]([C:14]([O:16][CH2:17][CH3:18])=[O:15])=[C:19]([CH3:20])[NH:24][C:25]=1[C:29]([F:32])([F:31])[F:30])#[N:28], predict the reactants needed to synthesize it. The reactants are: [F:1][C:2]1[CH:3]=[C:4]2[C:9](=[C:10]([CH:12]=[C:13]([C:19](=O)[CH3:20])[C:14]([O:16][CH2:17][CH3:18])=[O:15])[CH:11]=1)[O:8][C:7]([CH3:22])=[CH:6][C:5]2=[O:23].[NH2:24][C:25]([C:29]([F:32])([F:31])[F:30])=[CH:26][C:27]#[N:28].CC(C)([O-])C.[K+].